From a dataset of Catalyst prediction with 721,799 reactions and 888 catalyst types from USPTO. Predict which catalyst facilitates the given reaction. (1) Reactant: Cl.[NH2:2][OH:3].[Si:4]([O:11][CH2:12][CH2:13][C:14]1[CH:21]=[CH:20][CH:19]=[CH:18][C:15]=1[C:16]#[N:17])([C:7]([CH3:10])([CH3:9])[CH3:8])([CH3:6])[CH3:5].C([O-])(O)=O.[Na+]. Product: [Si:4]([O:11][CH2:12][CH2:13][C:14]1[CH:21]=[CH:20][CH:19]=[CH:18][C:15]=1[C:16]([NH:2][OH:3])=[NH:17])([C:7]([CH3:9])([CH3:10])[CH3:8])([CH3:6])[CH3:5]. The catalyst class is: 5. (2) Reactant: NC1C2N(C3C=CC(N)=CC=3)N=C(C3CCN(C(OC(C)(C)C)=O)CC3)C=2N=CN=1.CN1C2C(=CC=CC=2)C=C1C(Cl)=O.[NH2:44][C:45]1[C:46]2[N:53]([C:54]3[CH:59]=[CH:58][C:57]([NH:60][C:61]([C:63]4[N:64]([CH3:72])[C:65]5[C:70]([CH:71]=4)=[CH:69][CH:68]=[CH:67][CH:66]=5)=[O:62])=[C:56](OC)[CH:55]=3)[N:52]=[C:51]([CH:75]3[CH2:80][CH2:79][NH:78][CH2:77][CH2:76]3)[C:47]=2[N:48]=[CH:49][N:50]=1.CO[C@@H]1[C@@H](C(OC)=O)[C@@H]2[C@@H](CN3[C@H](C2)C2NC4C=C(OC)C=CC=4C=2CC3)C[C@H]1OC(C1C=C(OC)C(OC)=C(OC)C=1)=O. Product: [NH2:44][C:45]1[C:46]2[N:53]([C:54]3[CH:55]=[CH:56][C:57]([NH:60][C:61]([C:63]4[N:64]([CH3:72])[C:65]5[C:70]([CH:71]=4)=[CH:69][CH:68]=[CH:67][CH:66]=5)=[O:62])=[CH:58][CH:59]=3)[N:52]=[C:51]([CH:75]3[CH2:80][CH2:79][NH:78][CH2:77][CH2:76]3)[C:47]=2[N:48]=[CH:49][N:50]=1. The catalyst class is: 10. (3) Reactant: FC(F)(F)C(O)=O.[CH2:8]([O:10][C:11]([C:13]1[CH2:30][N:17]2[CH2:18][CH2:19][C:20]3[C:25]([CH:16]2[CH2:15][C:14]=1[NH2:31])=[CH:24][C:23]([O:26][CH3:27])=[C:22]([O:28][CH3:29])[CH:21]=3)=[O:12])[CH3:9].[BH4-].[Na+].[CH:34](=O)[C:35]1[CH:40]=[CH:39][CH:38]=[CH:37][CH:36]=1.C([BH3-])#N.[Na+]. Product: [CH2:8]([O:10][C:11]([CH:13]1[CH2:30][N:17]2[CH2:18][CH2:19][C:20]3[C:25]([CH:16]2[CH2:15][CH:14]1[NH:31][CH2:34][C:35]1[CH:40]=[CH:39][CH:38]=[CH:37][CH:36]=1)=[CH:24][C:23]([O:26][CH3:27])=[C:22]([O:28][CH3:29])[CH:21]=3)=[O:12])[CH3:9]. The catalyst class is: 506. (4) Reactant: O.[OH-].[Li+:3].C[O:5][C:6]([C:8]1[O:9][C:10]2[CH2:11][N:12]([CH3:17])[CH2:13][CH2:14][C:15]=2[N:16]=1)=[O:7]. Product: [CH3:17][N:12]1[CH2:13][CH2:14][C:15]2[N:16]=[C:8]([C:6]([O-:7])=[O:5])[O:9][C:10]=2[CH2:11]1.[Li+:3]. The catalyst class is: 7.